This data is from Forward reaction prediction with 1.9M reactions from USPTO patents (1976-2016). The task is: Predict the product of the given reaction. (1) Given the reactants [F:1][C:2]1[CH:3]=[C:4]([CH:41]=[CH:42][CH:43]=1)[CH2:5][N:6]1[C:10]([CH3:11])=[C:9]([C:12]2[C:20]3[C:15](=[N:16][CH:17]=[C:18]([C:21]4[CH:26]=[CH:25][C:24]([CH:27]5[CH2:32][CH2:31][N:30](C(OC(C)(C)C)=O)[CH2:29][CH2:28]5)=[CH:23][CH:22]=4)[CH:19]=3)[NH:14][CH:13]=2)[C:8]([CH3:40])=[N:7]1, predict the reaction product. The product is: [F:1][C:2]1[CH:3]=[C:4]([CH:41]=[CH:42][CH:43]=1)[CH2:5][N:6]1[C:10]([CH3:11])=[C:9]([C:12]2[C:20]3[C:15](=[N:16][CH:17]=[C:18]([C:21]4[CH:22]=[CH:23][C:24]([CH:27]5[CH2:28][CH2:29][NH:30][CH2:31][CH2:32]5)=[CH:25][CH:26]=4)[CH:19]=3)[NH:14][CH:13]=2)[C:8]([CH3:40])=[N:7]1. (2) The product is: [CH3:1][N:4]1[C:8]2[CH:9]=[CH:10][CH:11]=[CH:12][C:7]=2[NH:6][C:5]1=[O:13]. Given the reactants [C:1]([N:4]1[C:8]2[CH:9]=[CH:10][CH:11]=[CH:12][C:7]=2[NH:6][C:5]1=[O:13])(C)=C.[H-].[Na+].CI.Cl, predict the reaction product. (3) Given the reactants [CH:1]([C:4]1[CH:9]=[CH:8][C:7]([CH2:10][NH2:11])=[CH:6][CH:5]=1)([CH3:3])[CH3:2].[Br:12][C:13]1[S:17][C:16]2=[N:18][C:19]([C:21](O)=[O:22])=[CH:20][N:15]2[CH:14]=1, predict the reaction product. The product is: [Br:12][C:13]1[S:17][C:16]2=[N:18][C:19]([C:21]([NH:11][CH2:10][C:7]3[CH:8]=[CH:9][C:4]([CH:1]([CH3:3])[CH3:2])=[CH:5][CH:6]=3)=[O:22])=[CH:20][N:15]2[CH:14]=1.